The task is: Regression. Given a peptide amino acid sequence and an MHC pseudo amino acid sequence, predict their binding affinity value. This is MHC class I binding data.. This data is from Peptide-MHC class I binding affinity with 185,985 pairs from IEDB/IMGT. The peptide sequence is MRIPVERTL. The MHC is HLA-A26:01 with pseudo-sequence HLA-A26:01. The binding affinity (normalized) is 0.0847.